From a dataset of Peptide-MHC class II binding affinity with 134,281 pairs from IEDB. Regression. Given a peptide amino acid sequence and an MHC pseudo amino acid sequence, predict their binding affinity value. This is MHC class II binding data. (1) The peptide sequence is TLLRAVESYLLAHSD. The MHC is HLA-DQA10301-DQB10302 with pseudo-sequence HLA-DQA10301-DQB10302. The binding affinity (normalized) is 0.584. (2) The peptide sequence is YKPVSQLRLATPLLLRPL. The MHC is H-2-IAk with pseudo-sequence H-2-IAk. The binding affinity (normalized) is 0.287. (3) The peptide sequence is PDEYVEQVAQYKALP. The MHC is DRB1_1302 with pseudo-sequence DRB1_1302. The binding affinity (normalized) is 0.471.